This data is from Full USPTO retrosynthesis dataset with 1.9M reactions from patents (1976-2016). The task is: Predict the reactants needed to synthesize the given product. (1) Given the product [F:13][C:14]1[CH:48]=[CH:47][C:17]([CH2:18][N:19]2[C:24](=[O:25])[C:23]([CH2:26][C:27]3[CH:28]=[CH:29][C:30]([C:33]4[CH:38]=[CH:37][CH:36]=[CH:35][C:34]=4[C:39]4[NH:3][C:4](=[O:7])[O:5][N:40]=4)=[CH:31][CH:32]=3)=[C:22]([CH2:41][CH2:42][CH3:43])[N:21]3[N:44]=[CH:45][N:46]=[C:20]23)=[CH:16][CH:15]=1, predict the reactants needed to synthesize it. The reactants are: [Cl-].O[NH3+:3].[C:4](=[O:7])([O-])[OH:5].[Na+].CS(C)=O.[F:13][C:14]1[CH:48]=[CH:47][C:17]([CH2:18][N:19]2[C:24](=[O:25])[C:23]([CH2:26][C:27]3[CH:32]=[CH:31][C:30]([C:33]4[C:34]([C:39]#[N:40])=[CH:35][CH:36]=[CH:37][CH:38]=4)=[CH:29][CH:28]=3)=[C:22]([CH2:41][CH2:42][CH3:43])[N:21]3[N:44]=[CH:45][N:46]=[C:20]23)=[CH:16][CH:15]=1. (2) Given the product [CH2:1]([O:3][C:4]([C:6]1[CH:7]([Br:23])[C:8]2[C:13]([C:14]=1[C:15]1[CH:20]=[CH:19][CH:18]=[CH:17][CH:16]=1)=[CH:12][CH:11]=[C:10]([O:21][CH3:22])[CH:9]=2)=[O:5])[CH3:2], predict the reactants needed to synthesize it. The reactants are: [CH2:1]([O:3][C:4]([C:6]1[CH2:7][C:8]2[C:13]([C:14]=1[C:15]1[CH:20]=[CH:19][CH:18]=[CH:17][CH:16]=1)=[CH:12][CH:11]=[C:10]([O:21][CH3:22])[CH:9]=2)=[O:5])[CH3:2].[Br:23]N1C(=O)CCC1=O.N(C(C)(C)C#N)=NC(C)(C)C#N. (3) Given the product [CH3:18][N:19]([CH3:21])/[CH:20]=[CH:2]/[C:1]([C:4]1([CH3:17])[CH2:5][CH2:6][N:7]([C:10]([O:12][C:13]([CH3:16])([CH3:15])[CH3:14])=[O:11])[CH2:8][CH2:9]1)=[O:3], predict the reactants needed to synthesize it. The reactants are: [C:1]([C:4]1([CH3:17])[CH2:9][CH2:8][N:7]([C:10]([O:12][C:13]([CH3:16])([CH3:15])[CH3:14])=[O:11])[CH2:6][CH2:5]1)(=[O:3])[CH3:2].[CH3:18][N:19]([CH:21](OC)OC)[CH3:20].